Dataset: Reaction yield outcomes from USPTO patents with 853,638 reactions. Task: Predict the reaction yield, written as a fraction of the theoretical maximum amount of product (1.0 means a 100% yield; for example, 0.34 means a 34% yield). (1) The reactants are Br[C:2]1[CH:11]=[C:10]2[C:5]([N:6]=[CH:7][CH:8]=[N:9]2)=[C:4]([C:12]([NH:14][CH2:15][C:16]([O:18]CC)=[O:17])=[O:13])[C:3]=1[OH:21].[F:22][C:23]1[CH:28]=[C:27]([C:29]([F:32])([F:31])[F:30])[CH:26]=[CH:25][C:24]=1B(O)O.C(=O)([O-])[O-].[K+].[K+]. The catalyst is O1CCOCC1.O.C1C=CC([P]([Pd]([P](C2C=CC=CC=2)(C2C=CC=CC=2)C2C=CC=CC=2)([P](C2C=CC=CC=2)(C2C=CC=CC=2)C2C=CC=CC=2)[P](C2C=CC=CC=2)(C2C=CC=CC=2)C2C=CC=CC=2)(C2C=CC=CC=2)C2C=CC=CC=2)=CC=1. The product is [F:22][C:23]1[CH:28]=[C:27]([C:29]([F:30])([F:31])[F:32])[CH:26]=[CH:25][C:24]=1[C:2]1[CH:11]=[C:10]2[C:5]([N:6]=[CH:7][CH:8]=[N:9]2)=[C:4]([C:12]([NH:14][CH2:15][C:16]([OH:18])=[O:17])=[O:13])[C:3]=1[OH:21]. The yield is 0.0927. (2) The reactants are [N:1]12[CH2:8][CH2:7][CH:4]([CH2:5][CH2:6]1)[CH:3]([CH2:9][C:10]([OH:12])=O)[CH2:2]2.[CH3:13][O:14][C:15]1[CH:20]=[CH:19][CH:18]=[CH:17][C:16]=1[CH2:21][CH2:22][NH2:23]. No catalyst specified. The product is [N:1]12[CH2:6][CH2:5][CH:4]([CH2:7][CH2:8]1)[CH:3]([CH2:9][C:10]([NH:23][CH2:22][CH2:21][C:16]1[CH:17]=[CH:18][CH:19]=[CH:20][C:15]=1[O:14][CH3:13])=[O:12])[CH2:2]2. The yield is 0.150. (3) The reactants are [CH:1]([C:3]1[NH:7][C:6]([CH3:8])=[C:5]([C:9]([OH:11])=O)[C:4]=1[CH3:12])=[O:2].[NH2:13][CH2:14][CH2:15][N:16]1[CH2:20][CH2:19][CH2:18][CH2:17]1. No catalyst specified. The product is [N:16]1([CH2:15][CH2:14][NH:13][C:9]([C:5]2[C:4]([CH3:12])=[C:3]([CH:1]=[O:2])[NH:7][C:6]=2[CH3:8])=[O:11])[CH2:20][CH2:19][CH2:18][CH2:17]1. The yield is 0.730. (4) The reactants are [Cl:1][C:2]1[C:7]([NH:8][C:9](=[O:14])[C:10]([CH3:13])([CH3:12])[CH3:11])=[CH:6][CH:5]=[C:4]([C:15]2[S:16][C:17]3[CH:23]=[C:22]([O:24][CH2:25][O:26][CH2:27][CH3:28])[CH:21]=[CH:20][C:18]=3[N:19]=2)[N:3]=1.[H-].[Na+].[CH3:31]I. The catalyst is C1COCC1. The product is [Cl:1][C:2]1[C:7]([N:8]([CH3:31])[C:9](=[O:14])[C:10]([CH3:13])([CH3:12])[CH3:11])=[CH:6][CH:5]=[C:4]([C:15]2[S:16][C:17]3[CH:23]=[C:22]([O:24][CH2:25][O:26][CH2:27][CH3:28])[CH:21]=[CH:20][C:18]=3[N:19]=2)[N:3]=1. The yield is 0.940. (5) The reactants are [F:1][C:2]([F:13])([F:12])[C:3]1[CH:8]=[CH:7][C:6]([N:9]=[C:10]=S)=[CH:5][CH:4]=1.[F:14][C:15]([F:38])([F:37])[C:16]1[NH:20][C:19]([C:21]2[CH:26]=[C:25]([O:27][C:28]3[CH:29]=[C:30]([NH2:36])[C:31]([NH:34][CH3:35])=[CH:32][CH:33]=3)[CH:24]=[CH:23][N:22]=2)=[N:18][CH:17]=1.C(N(CC)CC)C.[I-].ClC1C=CC=C[N+]=1C. The catalyst is C(#N)C.O. The product is [CH3:35][N:34]1[C:31]2[CH:32]=[CH:33][C:28]([O:27][C:25]3[CH:24]=[CH:23][N:22]=[C:21]([C:19]4[NH:20][C:16]([C:15]([F:37])([F:14])[F:38])=[CH:17][N:18]=4)[CH:26]=3)=[CH:29][C:30]=2[N:36]=[C:10]1[NH:9][C:6]1[CH:7]=[CH:8][C:3]([C:2]([F:13])([F:12])[F:1])=[CH:4][CH:5]=1. The yield is 0.610. (6) The reactants are [NH2:1][CH2:2][CH2:3][CH2:4][O:5][CH2:6][CH2:7][O:8][CH2:9][CH2:10][O:11][CH2:12][CH2:13][O:14][CH2:15][CH2:16][O:17][CH2:18][CH2:19][CH2:20][NH:21][C:22]1[CH:30]=[C:29]([N:31]2[C:39]3[CH2:38][C:37]([CH3:41])([CH3:40])[CH2:36][C:35](=[O:42])[C:34]=3[C:33]([CH3:43])=[N:32]2)[CH:28]=[CH:27][C:23]=1[C:24]([NH2:26])=[O:25].[I:44][C:45]1[CH:46]=[C:47]([CH:51]=[CH:52][CH:53]=1)[C:48](O)=[O:49].C(Cl)CCl.C1C=CC2N(O)N=NC=2C=1. The catalyst is C(Cl)Cl. The product is [C:24]([C:23]1[CH:27]=[CH:28][C:29]([N:31]2[C:39]3[CH2:38][C:37]([CH3:40])([CH3:41])[CH2:36][C:35](=[O:42])[C:34]=3[C:33]([CH3:43])=[N:32]2)=[CH:30][C:22]=1[NH:21][CH2:20][CH2:19][CH2:18][O:17][CH2:16][CH2:15][O:14][CH2:13][CH2:12][O:11][CH2:10][CH2:9][O:8][CH2:7][CH2:6][O:5][CH2:4][CH2:3][CH2:2][NH:1][C:48](=[O:49])[C:47]1[CH:51]=[CH:52][CH:53]=[C:45]([I:44])[CH:46]=1)(=[O:25])[NH2:26]. The yield is 0.680. (7) The reactants are [CH:1]1[C:13]2[NH:12][C:11]3[C:6](=[CH:7][CH:8]=[CH:9][CH:10]=3)[C:5]=2[CH:4]=[CH:3][CH:2]=1.[Br:14][CH2:15][CH2:16][CH2:17]Br.[H-].[Na+]. The catalyst is C1COCC1.O.C(O)C. The product is [Br:14][CH2:15][CH2:16][CH2:17][N:12]1[C:11]2[CH:10]=[CH:9][CH:8]=[CH:7][C:6]=2[C:5]2[C:13]1=[CH:1][CH:2]=[CH:3][CH:4]=2. The yield is 0.300. (8) The reactants are [O:1]=[C:2]1[C:11]2[CH:10]=[CH:9][CH:8]=[CH:7][C:6]=2[C:5]2[CH2:12][O:13][CH:14]([CH:16]3[CH2:21][CH2:20][NH2+:19][CH2:18][CH2:17]3)[CH2:15][C:4]=2[NH:3]1.[O:22]1[CH2:27][CH2:26][CH:25]([C:28](Cl)=[O:29])[CH2:24][CH2:23]1.CCN(C(C)C)C(C)C.CN(C=O)C. The catalyst is CCOC(C)=O. The product is [O:22]1[CH2:27][CH2:26][CH:25]([C:28]([N:19]2[CH2:20][CH2:21][CH:16]([CH:14]3[O:13][CH2:12][C:5]4[C:6]5[C:11](=[CH:10][CH:9]=[CH:8][CH:7]=5)[C:2](=[O:1])[NH:3][C:4]=4[CH2:15]3)[CH2:17][CH2:18]2)=[O:29])[CH2:24][CH2:23]1. The yield is 0.420. (9) The reactants are [C:1]1([CH2:7][CH2:8][C:9]2[NH:21][C:12]3[N:13]=[CH:14][CH:15]=[C:16]([C:17]([NH:19][NH2:20])=[O:18])[C:11]=3[CH:10]=2)[CH:6]=[CH:5][CH:4]=[CH:3][CH:2]=1.[C:22]([O-])([O-])(OCC)[CH3:23]. No catalyst specified. The product is [CH3:22][C:23]1[O:18][C:17]([C:16]2[CH:15]=[CH:14][N:13]=[C:12]3[NH:21][C:9]([CH2:8][CH2:7][C:1]4[CH:6]=[CH:5][CH:4]=[CH:3][CH:2]=4)=[CH:10][C:11]=23)=[N:19][N:20]=1. The yield is 0.750. (10) The reactants are [F:1][C:2]([F:14])([F:13])[C:3]1[CH:12]=[CH:11][C:6]([C:7](=O)[CH2:8]Br)=[CH:5][CH:4]=1.[NH2:15][C:16]1[CH:21]=[C:20]([C:22]([O:24][CH3:25])=[O:23])[CH:19]=[CH:18][N:17]=1. The catalyst is CC(=O)CC. The product is [CH3:25][O:24][C:22]([C:20]1[CH:19]=[CH:18][N:17]2[CH:8]=[C:7]([C:6]3[CH:11]=[CH:12][C:3]([C:2]([F:14])([F:13])[F:1])=[CH:4][CH:5]=3)[N:15]=[C:16]2[CH:21]=1)=[O:23]. The yield is 0.520.